This data is from Human Reference Interactome with 51,813 positive PPI pairs across 8,248 proteins, plus equal number of experimentally-validated negative pairs. The task is: Binary Classification. Given two protein amino acid sequences, predict whether they physically interact or not. (1) Protein 1 (ENSG00000176009) has sequence MMDNRGNSSLPDKLPIFPDSARLPLTRSFYLEPMVTFHVHPEAPVSSPYSEELPRLPFPSDSLILGNYSEPCPFSFPMPYPNYRGCEYSYGPAFTRKRNERERQRVKCVNEGYAQLRHHLPEEYLEKRLSKVETLRAAIKYINYLQSLLYPDKAETKNNPGKVSSMIATTSHHADPMFRIV*. Protein 2 (ENSG00000213694) has sequence MATALPPRLQPVRGNETLREHYQYVGKLAGRLKEASEGSTLTTVLFLVICSFIVLENLMVLIAIWKNNKFHNRMYFFIGNLALCDLLAGIAYKVNILMSGKKTFSLSPTVWFLREGSMFVALGASTCSLLAIAIERHLTMIKMRPYDANKRHRVFLLIGMCWLIAFTLGALPILGWNCLHNLPDCSTILPLYSKKYIAFCISIFTAILVTIVILYARIYFLVKSSSRKVANHNNSERSMALLRTVVIVVSVFIACWSPLFILFLIDVACRVQACPILFKAQWFIVLAVLNSAMNPVIYTL.... Result: 0 (the proteins do not interact). (2) Protein 1 (ENSG00000148187) has sequence MALGLKCFRMVHPTFRNYLAASIRPVSEVTLKTVHERQHGHRQYMAYSAVPVRHFATKKAKGSLDKIAVVTADGKLALNQISQISMKSPQLILVNMASFPECTAAAIKAIRESGMNLNPEVEGTLIRVPIPQVTREHREMLVKLAKQNTNKAKDSLRKVRTNSMNKLKKSKDTVSEDTIRLIEKQISQMADDTVAELDRHLAVKTKELLG*MALGLKCFRMVHPTFRNYLAASIRPVSEVTLKTVHERQHGHRQYMAYSAVPVRHFATKKAKAKGKGQSQTRVNINAALVEDIINLEEVN.... Protein 2 (ENSG00000177138) has sequence MAAWGKKHAGKDPVRDECEERNRFTETREEDVTDEHGEREPFAETDEHTGANTKKPEDTAEDLTAKRKRMKMDKTCSKTKNKSKHALRKKQLKRQKRDYIHSLKLLNVLEEYITDEQKEEEEEEGEEEELIRIFQEQQKKWQQYRSVRRERLKEMKLLRDQFVKALEDFEDLCDRVFSDEDSELDN*MPGFLSFLSVSLRSPGSGIASSFPGQPATDPVGRRAAKAQLEAQFMAAWGKKHAGKDPVRDECEERNRFTETREEDVTDEHGEREPFAETDEHTGANTKKPEDTAVGANNFKN.... Result: 1 (the proteins interact). (3) Protein 1 (ENSG00000118271) has sequence MASHRLLLLCLAGLVFVSEAGPTGTGESKCPLMVKVLDAVRGSPAINVAVHVFRKAADDTWEPFASGKTSESGELHGLTTEEEFVEGIYKVEIDTKSYWKALGISPFHEHAEVVFTANDSGPRRYTIAALLSPYSYSTTAVVTNPKE*MVKVLDAVRGSPAINVAVHVFRKAADDTWEPFASGKTSESGELHGLTTEEEFVEGIYKVEIDTKSYWKALGISPFHEHAEVVFTANDSGPRRYTIAALLSPYSYSTTAVVTNPKE*MASHRLLLLCLAGLVFVSEAGPT. Protein 2 (ENSG00000105641) has sequence MEAVETGERPTFGAWDYGVFALMLLVSTGIGLWVGLARGGQRSAEDFFTGGRRLAALPVGLSLSASFMSAVQVLGVPSEAYRYGLKFLWMCLGQLLNSVLTALLFMPVFYRLGLTSTYEYLEMRFSRAVRLCGTLQYIVATMLYTGIVIYAPALILNQVTGLDIWASLLSTGIICTFYTAVGGMKAVVWTDVFQVVVMLSGFWVVLARGVMLVGGPRQVLTLAQNHSRINLMDFNPDPRSRYTFWTFVVGGTLVWLSMYGVNQAQVQRYVACRTEKQAKLALLINQVGLFLIVSSAACCG.... Result: 0 (the proteins do not interact). (4) Protein 1 (ENSG00000174417) has sequence MENETVSELNQTQLQPRAVVALEYQVVTILLVLIICGLGIVGNIMVVLVVMRTKHMRTPTNCYLVSLAVADLMVLVAAGLPNITDSIYGSWVYGYVGCLCITYLQYLGINASSCSITAFTIERYIAICHPIKAQFLCTFSRAKKIIIFVWAFTSLYCMLWFFLLDLNISTYKDAIVISCGYKISRNYYSPIYLMDFGVFYVVPMILATVLYGFIARILFLNPIPSDPKENSKTWKNDSTHQNTNLNVNTSNRCFNSTVSSRKQVTKMLAVVVILFALLWMPYRTLVVVNSFLSSPFQENW.... Protein 2 (ENSG00000186897) has sequence MVLLLLVAIPLLVHSSRGPAHYEMLGRCRMVCDPHGPRGPGPDGAPASVPPFPPGAKGEVGRRGKAGLRGPPGPPGPRGPPGEPGRPGPPGPPGPGPGGVAPAAGYVPRIAFYAGLRRPHEGYEVLRFDDVVTNVGNAYEAASGKFTCPMPGVYFFAYHVLMRGGDGTSMWADLMKNGQVRASAIAQDADQNYDYASNSVILHLDVGDEVFIKLDGGKVHGGNTNKYSTFSGFIIYPD*. Result: 1 (the proteins interact).